Dataset: Reaction yield outcomes from USPTO patents with 853,638 reactions. Task: Predict the reaction yield, written as a fraction of the theoretical maximum amount of product (1.0 means a 100% yield; for example, 0.34 means a 34% yield). (1) The reactants are [Cl:1][C:2]1[CH:7]=[CH:6][C:5]([S:8]([NH:11][C@H:12]2[CH2:18][CH2:17][CH2:16][CH2:15][CH2:14][C@H:13]2[C:19]([NH2:21])=[O:20])(=[O:10])=[O:9])=[CH:4][CH:3]=1.Br[CH2:23][C:24]1[CH:29]=[CH:28][C:27]([C:30]([F:33])([F:32])[F:31])=[CH:26][CH:25]=1. No catalyst specified. The product is [Cl:1][C:2]1[CH:7]=[CH:6][C:5]([S:8]([N:11]([CH2:23][C:24]2[CH:25]=[CH:26][C:27]([C:30]([F:31])([F:32])[F:33])=[CH:28][CH:29]=2)[C@H:12]2[CH2:18][CH2:17][CH2:16][CH2:15][CH2:14][C@H:13]2[C:19]([NH2:21])=[O:20])(=[O:9])=[O:10])=[CH:4][CH:3]=1. The yield is 0.580. (2) The reactants are [Br:1][C:2]1[CH:7]=[CH:6][C:5]([C:8](=[O:19])[CH2:9][N:10]2[CH:14]=[CH:13][CH:12]=[C:11]2[C:15]([O:17]C)=[O:16])=[CH:4][CH:3]=1.O.[OH-].[Li+]. The catalyst is C1COCC1.O.[OH-].[Na+]. The product is [Br:1][C:2]1[CH:3]=[CH:4][C:5]([C:8](=[O:19])[CH2:9][N:10]2[CH:14]=[CH:13][CH:12]=[C:11]2[C:15]([OH:17])=[O:16])=[CH:6][CH:7]=1. The yield is 0.720. (3) The product is [CH:14]([O:8][C:7](=[O:9])[C@H:2]([CH2:3][CH:4]([CH3:6])[CH3:5])[NH2:1])([CH3:16])[CH3:15]. No catalyst specified. The yield is 0.710. The reactants are [NH2:1][C@H:2]([C:7]([OH:9])=[O:8])[CH2:3][CH:4]([CH3:6])[CH3:5].O=S(Cl)Cl.[CH:14](O)([CH3:16])[CH3:15].